From a dataset of Catalyst prediction with 721,799 reactions and 888 catalyst types from USPTO. Predict which catalyst facilitates the given reaction. (1) Reactant: [CH:1]12[CH2:6][CH:5]1[CH2:4][N:3]([C:7]1[N:12]=[C:11]([NH:13][CH2:14][C:15]3[CH:20]=[CH:19][C:18]([O:21][CH3:22])=[C:17]([Cl:23])[CH:16]=3)[C:10]([C:24](O)=[O:25])=[CH:9][N:8]=1)[CH2:2]2.[F:27][C:28]1[CH:35]=[CH:34][C:31]([CH2:32][NH2:33])=[CH:30][CH:29]=1.C(N(CC)CC)C.CN(C(ON1N=NC2C=CC=NC1=2)=[N+](C)C)C.F[P-](F)(F)(F)(F)F. Product: [CH:1]12[CH2:6][CH:5]1[CH2:4][N:3]([C:7]1[N:12]=[C:11]([NH:13][CH2:14][C:15]3[CH:20]=[CH:19][C:18]([O:21][CH3:22])=[C:17]([Cl:23])[CH:16]=3)[C:10]([C:24]([NH:33][CH2:32][C:31]3[CH:34]=[CH:35][C:28]([F:27])=[CH:29][CH:30]=3)=[O:25])=[CH:9][N:8]=1)[CH2:2]2. The catalyst class is: 20. (2) Reactant: Cl[CH2:2][C:3]([NH:5][C:6]1[CH:25]=[CH:24][C:9]2[N:10]=[C:11]([NH:14][C@H:15]3[C:23]4[C:18](=[CH:19][CH:20]=[CH:21][CH:22]=4)[CH2:17][CH2:16]3)[O:12][CH2:13][C:8]=2[CH:7]=1)=[O:4].[NH:26]1[CH2:31][CH2:30][S:29][CH2:28][CH2:27]1. Product: [C@H:15]1([NH:14][C:11]2[O:12][CH2:13][C:8]3[CH:7]=[C:6]([NH:5][C:3](=[O:4])[CH2:2][N:26]4[CH2:31][CH2:30][S:29][CH2:28][CH2:27]4)[CH:25]=[CH:24][C:9]=3[N:10]=2)[C:23]2[C:18](=[CH:19][CH:20]=[CH:21][CH:22]=2)[CH2:17][CH2:16]1. The catalyst class is: 10.